Dataset: Catalyst prediction with 721,799 reactions and 888 catalyst types from USPTO. Task: Predict which catalyst facilitates the given reaction. (1) Reactant: C(OCC)(=O)C.[ClH:7].[C:8]([C:10]1[C:11]([NH:41][C:42]([C:44]2[O:45][CH:46]=[CH:47][CH:48]=2)=[O:43])=[N:12][C:13]([C:33]2[CH:38]=[CH:37][C:36]([F:39])=[CH:35][C:34]=2[OH:40])=[CH:14][C:15]=1[C:16]1[CH:21]=[CH:20][CH:19]=[C:18]([NH:22][C:23](=[O:32])[C@H:24]([CH2:28][N:29]([CH3:31])[CH3:30])[N:25]([CH3:27])[CH3:26])[CH:17]=1)#[N:9]. Product: [ClH:7].[ClH:7].[C:8]([C:10]1[C:11]([NH:41][C:42]([C:44]2[O:45][CH:46]=[CH:47][CH:48]=2)=[O:43])=[N:12][C:13]([C:33]2[CH:38]=[CH:37][C:36]([F:39])=[CH:35][C:34]=2[OH:40])=[CH:14][C:15]=1[C:16]1[CH:21]=[CH:20][CH:19]=[C:18]([NH:22][C:23](=[O:32])[C@H:24]([CH2:28][N:29]([CH3:31])[CH3:30])[N:25]([CH3:26])[CH3:27])[CH:17]=1)#[N:9]. The catalyst class is: 13. (2) Reactant: [Br:1][C:2]1[CH:11]=[CH:10][C:9]2[N:8]=[C:7](SC)[N:6]3[C:14](=[O:24])[N:15]([C:17]4[CH:22]=[CH:21][C:20]([CH3:23])=[CH:19][CH:18]=4)[N:16]=[C:5]3[C:4]=2[CH:3]=1.C1C=C(Cl)C=C(C(OO)=[O:33])C=1.[O-]S([O-])(=S)=O.[Na+].[Na+].C([O-])(O)=O.[Na+]. Product: [Br:1][C:2]1[CH:11]=[CH:10][C:9]2[NH:8][C:7](=[O:33])[N:6]3[C:14](=[O:24])[N:15]([C:17]4[CH:22]=[CH:21][C:20]([CH3:23])=[CH:19][CH:18]=4)[N:16]=[C:5]3[C:4]=2[CH:3]=1. The catalyst class is: 2.